Dataset: NCI-60 drug combinations with 297,098 pairs across 59 cell lines. Task: Regression. Given two drug SMILES strings and cell line genomic features, predict the synergy score measuring deviation from expected non-interaction effect. (1) Drug 2: C1CN1C2=NC(=NC(=N2)N3CC3)N4CC4. Synergy scores: CSS=30.7, Synergy_ZIP=-8.45, Synergy_Bliss=-0.843, Synergy_Loewe=-8.69, Synergy_HSA=1.28. Drug 1: C1=CN(C(=O)N=C1N)C2C(C(C(O2)CO)O)O.Cl. Cell line: MDA-MB-435. (2) Drug 1: C1=NC2=C(N=C(N=C2N1C3C(C(C(O3)CO)O)O)F)N. Drug 2: CN(C(=O)NC(C=O)C(C(C(CO)O)O)O)N=O. Cell line: SN12C. Synergy scores: CSS=10.6, Synergy_ZIP=-3.14, Synergy_Bliss=3.63, Synergy_Loewe=-13.2, Synergy_HSA=0.633. (3) Drug 1: C1CCC(CC1)NC(=O)N(CCCl)N=O. Drug 2: C(CC(=O)O)C(=O)CN.Cl. Cell line: DU-145. Synergy scores: CSS=9.97, Synergy_ZIP=-5.94, Synergy_Bliss=-5.42, Synergy_Loewe=-6.02, Synergy_HSA=-5.46. (4) Drug 1: C#CCC(CC1=CN=C2C(=N1)C(=NC(=N2)N)N)C3=CC=C(C=C3)C(=O)NC(CCC(=O)O)C(=O)O. Drug 2: CCC1(C2=C(COC1=O)C(=O)N3CC4=CC5=C(C=CC(=C5CN(C)C)O)N=C4C3=C2)O.Cl. Cell line: MDA-MB-231. Synergy scores: CSS=12.3, Synergy_ZIP=-0.767, Synergy_Bliss=-0.602, Synergy_Loewe=-0.272, Synergy_HSA=-0.230. (5) Drug 1: CS(=O)(=O)C1=CC(=C(C=C1)C(=O)NC2=CC(=C(C=C2)Cl)C3=CC=CC=N3)Cl. Drug 2: CC1C(C(CC(O1)OC2CC(CC3=C2C(=C4C(=C3O)C(=O)C5=CC=CC=C5C4=O)O)(C(=O)C)O)N)O. Cell line: K-562. Synergy scores: CSS=38.3, Synergy_ZIP=-2.26, Synergy_Bliss=-3.29, Synergy_Loewe=-15.6, Synergy_HSA=-0.992.